From a dataset of Catalyst prediction with 721,799 reactions and 888 catalyst types from USPTO. Predict which catalyst facilitates the given reaction. (1) Reactant: C([O:3][CH2:4][CH2:5][O:6][NH:7][C:8]([C:10]1[CH:15]=[CH:14][N:13]2[CH:16]=[N:17][CH:18]=[C:12]2[C:11]=1[NH:19][C:20]1[CH:25]=[CH:24][C:23]([Br:26])=[CH:22][C:21]=1[F:27])=[O:9])=C. Product: [OH:3][CH2:4][CH2:5][O:6][NH:7][C:8]([C:10]1[CH:15]=[CH:14][N:13]2[CH:16]=[N:17][CH:18]=[C:12]2[C:11]=1[NH:19][C:20]1[CH:25]=[CH:24][C:23]([Br:26])=[CH:22][C:21]=1[F:27])=[O:9]. The catalyst class is: 138. (2) Reactant: [CH2:1]([N:8]([C:16]12[CH2:23][CH2:22][C:19]([C:24]3[C:28]4=[C:29]5[CH:35]=[CH:34][NH:33][C:30]5=[N:31][CH:32]=[C:27]4[NH:26][N:25]=3)([CH2:20][CH2:21]1)[CH2:18][CH2:17]2)C(=O)OC(C)(C)C)[C:2]1[CH:7]=[CH:6][CH:5]=[CH:4][CH:3]=1.[ClH:36]. Product: [ClH:36].[CH2:1]([NH:8][C:16]12[CH2:23][CH2:22][C:19]([C:24]3[C:28]4=[C:29]5[CH:35]=[CH:34][NH:33][C:30]5=[N:31][CH:32]=[C:27]4[NH:26][N:25]=3)([CH2:20][CH2:21]1)[CH2:18][CH2:17]2)[C:2]1[CH:7]=[CH:6][CH:5]=[CH:4][CH:3]=1. The catalyst class is: 12. (3) Reactant: [Cl:1][C:2]1[CH:3]=[CH:4][C:5]([OH:20])=[C:6]([CH2:8][N:9]2[C:13]([CH3:14])=[CH:12][C:11]([C:15]([O:17][CH2:18][CH3:19])=[O:16])=[N:10]2)[CH:7]=1.C(=O)([O-])[O-].[K+].[K+].[CH2:27](Br)[CH:28]([CH3:30])[CH3:29]. Product: [Cl:1][C:2]1[CH:3]=[CH:4][C:5]([O:20][CH2:27][CH:28]([CH3:30])[CH3:29])=[C:6]([CH2:8][N:9]2[C:13]([CH3:14])=[CH:12][C:11]([C:15]([O:17][CH2:18][CH3:19])=[O:16])=[N:10]2)[CH:7]=1. The catalyst class is: 9. (4) Reactant: [CH2:1]([O:3][C:4]([C:6]1[C:15](=[O:16])[C:14]2[C:9](=[CH:10][CH:11]=[C:12]([C:17](=[O:19])[CH3:18])[CH:13]=2)[NH:8][CH:7]=1)=[O:5])[CH3:2].[F:20][C:21]1[CH:26]=[CH:25][C:24]([CH2:27]Cl)=[CH:23][CH:22]=1.C([O-])([O-])=O.[K+].[K+].O. Product: [CH2:1]([O:3][C:4]([C:6]1[C:15](=[O:16])[C:14]2[C:9](=[CH:10][CH:11]=[C:12]([C:17](=[O:19])[CH3:18])[CH:13]=2)[N:8]([CH2:27][C:24]2[CH:25]=[CH:26][C:21]([F:20])=[CH:22][CH:23]=2)[CH:7]=1)=[O:5])[CH3:2]. The catalyst class is: 3. (5) Reactant: [Cl-].[NH4+:2].[N+:3]([C:6]1[CH:11]=[CH:10][C:9]([C:12]2[C:20]3[C:15](=[CH:16][CH:17]=[CH:18][CH:19]=3)[NH:14][C:13]=2[C:21]([O:23]CC)=O)=[CH:8][CH:7]=1)([O-:5])=[O:4]. Product: [N+:3]([C:6]1[CH:7]=[CH:8][C:9]([C:12]2[C:20]3[C:15](=[CH:16][CH:17]=[CH:18][CH:19]=3)[NH:14][C:13]=2[C:21]([NH2:2])=[O:23])=[CH:10][CH:11]=1)([O-:5])=[O:4]. The catalyst class is: 328.